From a dataset of Forward reaction prediction with 1.9M reactions from USPTO patents (1976-2016). Predict the product of the given reaction. (1) Given the reactants [CH2:1]([O:8][C@H:9]1[C@@H:15]([O:16][CH2:17][C:18]2[CH:23]=[CH:22][CH:21]=[CH:20][CH:19]=2)[C@H:14]([O:24][CH2:25][C:26]2[CH:31]=[CH:30][CH:29]=[CH:28][CH:27]=2)[C@@H:13]([CH2:32][O:33][CH2:34][C:35]2[CH:40]=[CH:39][CH:38]=[CH:37][CH:36]=2)[O:12][CH:10]1[OH:11])[C:2]1[CH:7]=[CH:6][CH:5]=[CH:4][CH:3]=1.[OH-].[Na+].C([O:45][C:46](=[O:49])[CH2:47]Br)C.COC(C)(C)C, predict the reaction product. The product is: [CH2:1]([O:8][C@H:9]1[C@@H:15]([O:16][CH2:17][C:18]2[CH:23]=[CH:22][CH:21]=[CH:20][CH:19]=2)[C@H:14]([O:24][CH2:25][C:26]2[CH:27]=[CH:28][CH:29]=[CH:30][CH:31]=2)[C@@H:13]([CH2:32][O:33][CH2:34][C:35]2[CH:36]=[CH:37][CH:38]=[CH:39][CH:40]=2)[O:12][CH:10]1[O:11][CH2:47][C:46]([OH:49])=[O:45])[C:2]1[CH:3]=[CH:4][CH:5]=[CH:6][CH:7]=1. (2) Given the reactants OO.[C:3]1([S:9][CH2:10][C:11]2[C:16]([C:17]([O:19]CC)=[O:18])=[C:15]([O:22][CH3:23])[C:14]([CH2:24][CH3:25])=[CH:13][CH:12]=2)[CH:8]=[CH:7][CH:6]=[CH:5][CH:4]=1.[OH-:26].[Li+].C(O)(=[O:30])C, predict the reaction product. The product is: [C:3]1([S:9]([CH2:10][C:11]2[C:16]([C:17]([OH:19])=[O:18])=[C:15]([O:22][CH3:23])[C:14]([CH2:24][CH3:25])=[CH:13][CH:12]=2)(=[O:30])=[O:26])[CH:8]=[CH:7][CH:6]=[CH:5][CH:4]=1. (3) Given the reactants [S:1]1[CH:5]=[CH:4][CH:3]=[C:2]1[CH:6]=O.[CH3:8][O:9][CH2:10][CH2:11][NH2:12].[C:13]1(=[O:24])[O:19][C:17](=O)[C:16]2=[CH:20][CH:21]=[CH:22][CH:23]=[C:15]2[CH2:14]1.Br.[CH3:26][C:27]1[N:28]=[C:29]([NH2:33])[S:30][C:31]=1[CH3:32], predict the reaction product. The product is: [CH3:26][C:27]1[N:28]=[C:29]([NH:33][C:13]([CH:14]2[C:15]3[C:16](=[CH:20][CH:21]=[CH:22][CH:23]=3)[C:17](=[O:19])[N:12]([CH2:11][CH2:10][O:9][CH3:8])[CH:6]2[C:2]2[S:1][CH:5]=[CH:4][CH:3]=2)=[O:24])[S:30][C:31]=1[CH3:32]. (4) The product is: [NH2:1][C:2]1[N:7]=[CH:6][N:5]=[C:4]2[N:8]([C@@H:29]3[CH2:34][CH2:33][C@H:32]([C:35]([O:37][CH3:38])=[O:36])[CH2:31][CH2:30]3)[N:9]=[C:10]([C:11]3[CH:16]=[CH:15][C:14]([NH:17][C:18]4[O:19][C:20]5[C:26]([CH3:27])=[CH:25][C:24]([CH3:28])=[CH:23][C:21]=5[N:22]=4)=[CH:13][CH:12]=3)[C:3]=12. Given the reactants [NH2:1][C:2]1[N:7]=[CH:6][N:5]=[C:4]2[N:8]([C@@H:29]3[CH2:34][CH2:33][C@H:32]([C:35]([O:37][CH2:38]C)=[O:36])[CH2:31][CH2:30]3)[N:9]=[C:10]([C:11]3[CH:16]=[CH:15][C:14]([NH:17][C:18]4[O:19][C:20]5[C:26]([CH3:27])=[CH:25][C:24]([CH3:28])=[CH:23][C:21]=5[N:22]=4)=[CH:13][CH:12]=3)[C:3]=12.C[O-].[Na+], predict the reaction product. (5) Given the reactants [CH2:1]([Li])CCC.Br[C:7]1[C:8]([C:22]2[CH:27]=[CH:26][CH:25]=[CH:24][CH:23]=2)=[N:9][N:10]2[C:15]([Si:16]([CH3:19])([CH3:18])[CH3:17])=[C:14]([O:20][CH3:21])[CH:13]=[CH:12][C:11]=12.BrC[C:30]1[CH:38]=[C:37]2[C:33]([CH2:34][O:35][C:36]2=[O:39])=[CH:32][CH:31]=1.C(=O)(O)[O-].[Na+], predict the reaction product. The product is: [CH3:21][O:20][C:14]1[CH:13]=[CH:12][C:11]2[N:10]([N:9]=[C:8]([C:22]3[CH:27]=[CH:26][CH:25]=[CH:24][CH:23]=3)[C:7]=2[CH2:1][C:32]2[CH:31]=[CH:30][CH:38]=[C:37]3[C:33]=2[CH2:34][O:35][C:36]3=[O:39])[C:15]=1[Si:16]([CH3:19])([CH3:18])[CH3:17]. (6) Given the reactants [Cl:1][C:2]1[CH:7]=[CH:6][C:5]([C:8]2[CH:9]=[C:10]([CH3:18])[C:11]3[N:12]([C:14](I)=[CH:15][N:16]=3)[CH:13]=2)=[CH:4][CH:3]=1.[C:19]([C:21]1[CH:22]=[CH:23][C:24]([NH2:27])=[N:25][CH:26]=1)#[CH:20], predict the reaction product. The product is: [Cl:1][C:2]1[CH:7]=[CH:6][C:5]([C:8]2[CH:9]=[C:10]([CH3:18])[C:11]3[N:12]([C:14]([C:20]#[C:19][C:21]4[CH:22]=[CH:23][C:24]([NH2:27])=[N:25][CH:26]=4)=[CH:15][N:16]=3)[CH:13]=2)=[CH:4][CH:3]=1. (7) Given the reactants Cl[C:2]1[N:7]=[CH:6][C:5]([C:8]2[O:12][N:11]=[C:10]([C:13]3[N:18]=[C:17]([N:19]([CH3:26])[C:20]4[CH:25]=[CH:24][CH:23]=[CH:22][CH:21]=4)[N:16]=[C:15]([NH2:27])[N:14]=3)[N:9]=2)=[CH:4][CH:3]=1.[CH:28]([NH2:31])([CH3:30])[CH3:29].CCN(C(C)C)C(C)C, predict the reaction product. The product is: [CH3:26][N:19]([C:20]1[CH:25]=[CH:24][CH:23]=[CH:22][CH:21]=1)[C:17]1[N:16]=[C:15]([NH2:27])[N:14]=[C:13]([C:10]2[N:9]=[C:8]([C:5]3[CH:6]=[N:7][C:2]([NH:31][CH:28]([CH3:30])[CH3:29])=[CH:3][CH:4]=3)[O:12][N:11]=2)[N:18]=1. (8) Given the reactants [F:1][C:2]([F:36])([F:35])[C:3]1[CH:4]=[C:5]([CH:28]=[C:29]([C:31]([F:34])([F:33])[F:32])[CH:30]=1)[CH2:6][N:7]1[CH2:14][CH2:13][CH2:12][O:11][C:10]2[N:15]=[C:16](Cl)[CH:17]=[C:18]([C:19]3[CH:24]=[CH:23][CH:22]=[CH:21][C:20]=3[CH3:25])[C:9]=2[C:8]1=[O:27].[CH3:37][N:38]([CH3:45])[CH:39]1[CH2:44][CH2:43][NH:42][CH2:41][CH2:40]1, predict the reaction product. The product is: [F:1][C:2]([F:36])([F:35])[C:3]1[CH:4]=[C:5]([CH:28]=[C:29]([C:31]([F:34])([F:33])[F:32])[CH:30]=1)[CH2:6][N:7]1[CH2:14][CH2:13][CH2:12][O:11][C:10]2[N:15]=[C:16]([N:42]3[CH2:43][CH2:44][CH:39]([N:38]([CH3:45])[CH3:37])[CH2:40][CH2:41]3)[CH:17]=[C:18]([C:19]3[CH:24]=[CH:23][CH:22]=[CH:21][C:20]=3[CH3:25])[C:9]=2[C:8]1=[O:27]. (9) Given the reactants [CH3:1][O:2][C:3]1[CH:8]=[CH:7][CH:6]=[C:5]([O:9][CH3:10])[CH:4]=1.[C:11](Cl)(=[O:20])[C:12]1[CH:17]=[CH:16][C:15]([O:18][CH3:19])=[CH:14][CH:13]=1.[Cl-].[Al+3].[Cl-].[Cl-].Cl, predict the reaction product. The product is: [CH3:1][O:2][C:3]1[CH:4]=[C:5]([O:9][CH3:10])[CH:6]=[CH:7][C:8]=1[C:11]([C:12]1[CH:17]=[CH:16][C:15]([O:18][CH3:19])=[CH:14][CH:13]=1)=[O:20].